Task: Predict the reactants needed to synthesize the given product.. Dataset: Full USPTO retrosynthesis dataset with 1.9M reactions from patents (1976-2016) (1) Given the product [F:12][C:9]([F:10])([F:11])[CH:8]([C:13]1[CH:18]=[CH:17][CH:16]=[C:15]([CH3:19])[N:14]=1)[NH2:7], predict the reactants needed to synthesize it. The reactants are: CC(S([NH:7][CH:8]([C:13]1[CH:18]=[CH:17][CH:16]=[C:15]([CH3:19])[N:14]=1)[C:9]([F:12])([F:11])[F:10])=O)(C)C. (2) Given the product [CH3:16][N:17]([CH3:21])[C:18]([N:6]1[C:7]2[C:3](=[C:2]([Cl:1])[CH:10]=[CH:9][CH:8]=2)[C:4]([CH2:11][C:12]#[N:13])=[CH:5]1)=[O:19], predict the reactants needed to synthesize it. The reactants are: [Cl:1][C:2]1[CH:10]=[CH:9][CH:8]=[C:7]2[C:3]=1[C:4]([CH2:11][C:12]#[N:13])=[CH:5][NH:6]2.[H-].[Na+].[CH3:16][N:17]([CH3:21])[C:18](Cl)=[O:19]. (3) Given the product [F:31][C:10]1[CH:11]=[C:12]([C:15]2[C:20](=[O:21])[N:19]3[CH2:22][CH2:23][N:24]([C:25]4[CH:26]=[CH:27][CH:28]=[CH:29][CH:30]=4)[C:18]3=[N:17][CH:16]=2)[CH:13]=[CH:14][C:9]=1[OH:8], predict the reactants needed to synthesize it. The reactants are: C([O:8][C:9]1[CH:14]=[CH:13][C:12]([C:15]2[C:20](=[O:21])[N:19]3[CH2:22][CH2:23][N:24]([C:25]4[CH:30]=[CH:29][CH:28]=[CH:27][CH:26]=4)[C:18]3=[N:17][CH:16]=2)=[CH:11][C:10]=1[F:31])C1C=CC=CC=1. (4) Given the product [F:51][C:52]([F:57])([F:56])[C:53]([OH:55])=[O:54].[NH2:8][C@H:9]([C:11]([O:13][CH2:14][CH2:15][O:16][C:17]1[CH:22]=[CH:21][C:20]([C:23]2[C:28]([C:29]#[N:30])=[C:27]([S:31][CH2:32][C:33]3[N:34]=[C:35]([C:38]4[CH:39]=[CH:40][C:41]([Cl:44])=[CH:42][CH:43]=4)[S:36][CH:37]=3)[N:26]=[C:25]([N:45]3[CH2:46][CH2:47][CH2:48]3)[C:24]=2[C:49]#[N:50])=[CH:19][CH:18]=1)=[O:12])[CH3:10], predict the reactants needed to synthesize it. The reactants are: C(OC([NH:8][C@H:9]([C:11]([O:13][CH2:14][CH2:15][O:16][C:17]1[CH:22]=[CH:21][C:20]([C:23]2[C:28]([C:29]#[N:30])=[C:27]([S:31][CH2:32][C:33]3[N:34]=[C:35]([C:38]4[CH:43]=[CH:42][C:41]([Cl:44])=[CH:40][CH:39]=4)[S:36][CH:37]=3)[N:26]=[C:25]([N:45]3[CH2:48][CH2:47][CH2:46]3)[C:24]=2[C:49]#[N:50])=[CH:19][CH:18]=1)=[O:12])[CH3:10])=O)(C)(C)C.[F:51][C:52]([F:57])([F:56])[C:53]([OH:55])=[O:54]. (5) Given the product [Br:1][C:2]1[CH:3]=[CH:4][C:5]([C:8]2[O:9][C:10]([CH3:34])=[C:11]([CH2:13][O:14][CH:15]3[CH2:20][CH2:19][CH2:18][CH:17]([O:21][CH2:22][C:23]4[CH:32]=[CH:31][CH:30]=[C:29]([CH3:33])[C:24]=4[C:25]([OH:27])=[O:26])[CH2:16]3)[N:12]=2)=[CH:6][CH:7]=1, predict the reactants needed to synthesize it. The reactants are: [Br:1][C:2]1[CH:7]=[CH:6][C:5]([C:8]2[O:9][C:10]([CH3:34])=[C:11]([CH2:13][O:14][CH:15]3[CH2:20][CH2:19][CH2:18][CH:17]([O:21][CH2:22][C:23]4[CH:32]=[CH:31][CH:30]=[C:29]([CH3:33])[C:24]=4[C:25]([O:27]C)=[O:26])[CH2:16]3)[N:12]=2)=[CH:4][CH:3]=1.Cl. (6) Given the product [ClH:29].[CH2:1]([NH:8][CH2:9][CH2:10][C:11]1[N:15]([C@@H:16]2[CH2:25][C:24]3[C:19](=[C:20]([F:27])[CH:21]=[C:22]([F:26])[CH:23]=3)[O:18][CH2:17]2)[C:14](=[S:28])[NH:13][CH:12]=1)[C:2]1[CH:7]=[CH:6][CH:5]=[CH:4][CH:3]=1, predict the reactants needed to synthesize it. The reactants are: [CH2:1]([NH:8][CH2:9][CH2:10][C:11]1[N:15]([C@@H:16]2[CH2:25][C:24]3[C:19](=[C:20]([F:27])[CH:21]=[C:22]([F:26])[CH:23]=3)[O:18][CH2:17]2)[C:14](=[S:28])[NH:13][CH:12]=1)[C:2]1[CH:7]=[CH:6][CH:5]=[CH:4][CH:3]=1.[ClH:29].C1(C)C=CC=CC=1. (7) Given the product [C:2]([C:6]1[CH:10]=[C:9]([NH:11][C:12](=[O:36])[NH:13][C:14]2[CH:19]=[CH:18][C:17]([NH:20][C:21](=[O:35])[C:22]3[CH:27]=[CH:26][C:25]([O:28][CH:29]4[CH2:30][CH2:31][N:32]([CH:40]([CH3:41])[CH3:39])[CH2:33][CH2:34]4)=[CH:24][N:23]=3)=[CH:16][CH:15]=2)[O:8][N:7]=1)([CH3:5])([CH3:3])[CH3:4], predict the reactants needed to synthesize it. The reactants are: Cl.[C:2]([C:6]1[CH:10]=[C:9]([NH:11][C:12](=[O:36])[NH:13][C:14]2[CH:19]=[CH:18][C:17]([NH:20][C:21](=[O:35])[C:22]3[CH:27]=[CH:26][C:25]([O:28][CH:29]4[CH2:34][CH2:33][NH:32][CH2:31][CH2:30]4)=[CH:24][N:23]=3)=[CH:16][CH:15]=2)[O:8][N:7]=1)([CH3:5])([CH3:4])[CH3:3].Cl.F[CH2:39][C:40](C1ON=C(NC(=O)NC2C=CC(NC(=O)C3C=CC(OC4CCNCC4)=CN=3)=CC=2)C=1)(C)[CH2:41]F.